Predict the product of the given reaction. From a dataset of Forward reaction prediction with 1.9M reactions from USPTO patents (1976-2016). Given the reactants [Cl:1][C:2]1[CH:19]=[CH:18][C:5]([CH2:6][N:7]2[C:15]3[C:10](=[CH:11][C:12]([CH:16]=O)=[CH:13][CH:14]=3)[CH:9]=[N:8]2)=[C:4]([C:20]([F:23])([F:22])[F:21])[CH:3]=1.[OH:24][CH2:25][CH2:26][N:27]1[C:31](=[O:32])[CH2:30][S:29][C:28]1=[O:33], predict the reaction product. The product is: [Cl:1][C:2]1[CH:19]=[CH:18][C:5]([CH2:6][N:7]2[C:15]3[C:10](=[CH:11][C:12](/[CH:16]=[C:30]4/[C:31](=[O:32])[N:27]([CH2:26][CH2:25][OH:24])[C:28](=[O:33])[S:29]/4)=[CH:13][CH:14]=3)[CH:9]=[N:8]2)=[C:4]([C:20]([F:21])([F:22])[F:23])[CH:3]=1.